This data is from Full USPTO retrosynthesis dataset with 1.9M reactions from patents (1976-2016). The task is: Predict the reactants needed to synthesize the given product. (1) Given the product [C:1]([C:4]1[CH:5]=[C:6]([C:10]2[S:11][C:12]([C:16]([N:26]([CH2:27][C:28]([O:30][CH3:31])=[O:29])[CH2:25][C:20]3[CH:21]=[CH:22][CH:23]=[CH:24][N:19]=3)=[O:18])=[C:13]([CH3:15])[N:14]=2)[CH:7]=[CH:8][CH:9]=1)(=[O:3])[CH3:2], predict the reactants needed to synthesize it. The reactants are: [C:1]([C:4]1[CH:5]=[C:6]([C:10]2[S:11][C:12]([C:16]([OH:18])=O)=[C:13]([CH3:15])[N:14]=2)[CH:7]=[CH:8][CH:9]=1)(=[O:3])[CH3:2].[N:19]1[CH:24]=[CH:23][CH:22]=[CH:21][C:20]=1[CH2:25][NH:26][CH2:27][C:28]([O:30][CH3:31])=[O:29]. (2) Given the product [Br:1][C:2]1[C:3]([NH2:31])=[N:4][CH:5]=[N:6][C:7]=1[N:8]1[CH2:13][CH2:12][CH:11]([C:14]2[N:15]([CH2:30][CH2:45][N:46]3[CH2:51][CH2:50][CH2:49][CH2:48][CH2:47]3)[CH:16]=[C:17]([C:19]3[CH:24]=[CH:23][C:22]([F:25])=[C:21]([C:26]([F:28])([F:29])[F:27])[CH:20]=3)[N:18]=2)[CH2:10][CH2:9]1, predict the reactants needed to synthesize it. The reactants are: [Br:1][C:2]1[C:3]([NH2:31])=[N:4][CH:5]=[N:6][C:7]=1[N:8]1[CH2:13][CH2:12][CH:11]([C:14]2[N:15]([CH3:30])[CH:16]=[C:17]([C:19]3[CH:24]=[CH:23][C:22]([F:25])=[C:21]([C:26]([F:29])([F:28])[F:27])[CH:20]=3)[N:18]=2)[CH2:10][CH2:9]1.FC1C=CC(C2N=C(C3CCNCC3)N(C[CH2:45][N:46]3[CH2:51][CH2:50][CH2:49][CH2:48][CH2:47]3)C=2)=CC=1C(F)(F)F.